From a dataset of Full USPTO retrosynthesis dataset with 1.9M reactions from patents (1976-2016). Predict the reactants needed to synthesize the given product. (1) Given the product [NH2:11][CH2:10][C:9]1[C:8]([F:13])=[CH:7][C:4]([C:5]#[N:6])=[CH:3][C:2]=1[F:1], predict the reactants needed to synthesize it. The reactants are: [F:1][C:2]1[CH:3]=[C:4]([CH:7]=[C:8]([F:13])[C:9]=1[CH:10]=[N:11]O)[C:5]#[N:6].N. (2) Given the product [CH:1]([C:4]1[CH:5]=[CH:6][C:7]([O:26][CH3:27])=[C:8]([C:10]2[CH:15]=[CH:14][C:13]([C:16]([F:19])([F:18])[F:17])=[CH:12][C:11]=2[CH2:20][N:21]([CH2:33][C:32]2[CH:35]=[CH:36][CH:37]=[C:30]([C:29]([F:28])([F:38])[F:39])[CH:31]=2)[C:22](=[O:25])[O:23][CH3:24])[CH:9]=1)([CH3:3])[CH3:2], predict the reactants needed to synthesize it. The reactants are: [CH:1]([C:4]1[CH:5]=[CH:6][C:7]([O:26][CH3:27])=[C:8]([C:10]2[CH:15]=[CH:14][C:13]([C:16]([F:19])([F:18])[F:17])=[CH:12][C:11]=2[CH2:20][NH:21][C:22](=[O:25])[O:23][CH3:24])[CH:9]=1)([CH3:3])[CH3:2].[F:28][C:29]([F:39])([F:38])[C:30]1[CH:31]=[C:32]([CH:35]=[CH:36][CH:37]=1)[CH2:33]Br.C[Si]([N-][Si](C)(C)C)(C)C.[K+].O. (3) Given the product [C:1]([CH2:6][C:7]1[CH:14]=[CH:13][C:10]([CH:11]=[CH2:12])=[CH:9][CH:8]=1)#[N:2], predict the reactants needed to synthesize it. The reactants are: [C-:1]#[N:2].[Na+].O.Cl[CH2:6][C:7]1[CH:14]=[CH:13][C:10]([CH:11]=[CH2:12])=[CH:9][CH:8]=1. (4) Given the product [Cl:11][CH:12]([CH3:16])[C:13]([C:7]1[CH:8]=[CH:9][C:4]2[NH:3][C:2](=[O:10])[O:1][C:5]=2[CH:6]=1)=[O:14], predict the reactants needed to synthesize it. The reactants are: [O:1]1[C:5]2[CH:6]=[CH:7][CH:8]=[CH:9][C:4]=2[NH:3][C:2]1=[O:10].[Cl:11][CH:12]([CH3:16])[C:13](O)=[O:14].